This data is from TCR-epitope binding with 47,182 pairs between 192 epitopes and 23,139 TCRs. The task is: Binary Classification. Given a T-cell receptor sequence (or CDR3 region) and an epitope sequence, predict whether binding occurs between them. (1) The epitope is RQLLFVVEV. The TCR CDR3 sequence is CASSLVGAPVVNSPLHF. Result: 1 (the TCR binds to the epitope). (2) The epitope is NYSGVVTTVMF. The TCR CDR3 sequence is CASSQNSPLHF. Result: 0 (the TCR does not bind to the epitope). (3) The TCR CDR3 sequence is CATRGGGSGETQYF. Result: 0 (the TCR does not bind to the epitope). The epitope is FLPRVFSAV. (4) The epitope is AYILFTRFFYV. The TCR CDR3 sequence is CASSFAGELFF. Result: 1 (the TCR binds to the epitope).